This data is from Full USPTO retrosynthesis dataset with 1.9M reactions from patents (1976-2016). The task is: Predict the reactants needed to synthesize the given product. (1) Given the product [NH2:57][C:32]1[CH:33]=[C:34]2[C:39](=[CH:40][C:31]=1[NH2:28])[N:38]=[CH:37][C:36]([C:41]#[N:42])=[C:35]2[NH:43][C:44]1[CH:45]=[CH:46][C:47]([O:50][C:51]2[CH:52]=[CH:53][CH:54]=[CH:55][CH:56]=2)=[CH:48][CH:49]=1, predict the reactants needed to synthesize it. The reactants are: NC1C=C2C(=CC=1N)N=CC(C#N)=C2NC1C=C(OC)C(OC)=C(OC)C=1.[N:28]([C:31]1[CH:40]=[C:39]2[C:34]([C:35]([NH:43][C:44]3[CH:49]=[CH:48][C:47]([O:50][C:51]4[CH:56]=[CH:55][CH:54]=[CH:53][CH:52]=4)=[CH:46][CH:45]=3)=[C:36]([C:41]#[N:42])[CH:37]=[N:38]2)=[CH:33][C:32]=1[N+:57]([O-])=O)=[N+]=[N-]. (2) Given the product [Br:1][C:2]1[CH:7]=[CH:6][C:5]([O:8][C:16]2[C:21]([CH3:22])=[CH:20][C:19]([N+:23]([O-:25])=[O:24])=[C:18]([CH3:26])[CH:17]=2)=[CH:4][CH:3]=1, predict the reactants needed to synthesize it. The reactants are: [Br:1][C:2]1[CH:7]=[CH:6][C:5]([OH:8])=[CH:4][CH:3]=1.C(=O)([O-])[O-].[K+].[K+].Cl[C:16]1[C:21]([CH3:22])=[CH:20][C:19]([N+:23]([O-:25])=[O:24])=[C:18]([CH3:26])[CH:17]=1.O.